Predict the product of the given reaction. From a dataset of Forward reaction prediction with 1.9M reactions from USPTO patents (1976-2016). (1) The product is: [C:15]([OH:16])(=[O:25])[CH3:14].[NH2:19][CH2:18][CH:4]1[O:3][B:2]([OH:1])[C:6]2[C:7]([O:11][CH2:12][CH2:13][CH2:14][C:15]([NH2:17])=[O:16])=[CH:8][CH:9]=[CH:10][C:5]1=2. Given the reactants [OH:1][B:2]1[C:6]2[C:7]([O:11][CH2:12][CH2:13][CH2:14][C:15]([NH2:17])=[O:16])=[CH:8][CH:9]=[CH:10][C:5]=2[CH:4]([CH2:18][N+:19]([O-])=O)[O:3]1.N.CC[OH:25], predict the reaction product. (2) Given the reactants C([O:3][C:4]([CH:6]1[CH:10]([C:11]2[C:16]([O:17][CH3:18])=[CH:15][C:14]([O:19][CH3:20])=[CH:13][C:12]=2[O:21][CH3:22])[CH2:9][N:8]([CH3:23])[C:7]1=[O:24])=O)C.[BH4-].[Na+], predict the reaction product. The product is: [OH:3][CH2:4][CH:6]1[CH:10]([C:11]2[C:12]([O:21][CH3:22])=[CH:13][C:14]([O:19][CH3:20])=[CH:15][C:16]=2[O:17][CH3:18])[CH2:9][N:8]([CH3:23])[C:7]1=[O:24]. (3) Given the reactants C(OC(=O)[NH:7][C@H:8]1[CH2:13][CH2:12][C@H:11]([CH2:14][CH2:15][N:16]2[CH2:21][CH2:20][N:19]([C:22]3[N:23]=[CH:24][CH:25]=[C:26]4[CH:30]=[CH:29][S:28][C:27]=34)[CH2:18][CH2:17]2)[CH2:10][CH2:9]1)(C)(C)C.[ClH:32].CCOCC, predict the reaction product. The product is: [ClH:32].[ClH:32].[ClH:32].[S:28]1[C:27]2=[C:22]([N:19]3[CH2:20][CH2:21][N:16]([CH2:15][CH2:14][C@H:11]4[CH2:12][CH2:13][C@H:8]([NH2:7])[CH2:9][CH2:10]4)[CH2:17][CH2:18]3)[N:23]=[CH:24][CH:25]=[C:26]2[CH:30]=[CH:29]1. (4) Given the reactants [CH3:1][C@H:2]1[CH2:7][CH2:6][C@H:5]([C:8](Cl)=[O:9])[CH2:4][CH2:3]1.[F:11][C:12]1[CH:17]=[C:16]([F:18])[CH:15]=[CH:14][C:13]=1[C:19]1[S:23][C:22]([NH:24][CH:25]2[CH2:30][CH2:29][O:28][CH2:27][CH2:26]2)=[C:21]([C:31]([O:33][CH3:34])=[O:32])[CH:20]=1.C(N(C(C)C)CC)(C)C.C(=O)([O-])[O-].[Na+].[Na+], predict the reaction product. The product is: [F:11][C:12]1[CH:17]=[C:16]([F:18])[CH:15]=[CH:14][C:13]=1[C:19]1[S:23][C:22]([N:24]([C:8]([C@H:5]2[CH2:6][CH2:7][C@H:2]([CH3:1])[CH2:3][CH2:4]2)=[O:9])[CH:25]2[CH2:30][CH2:29][O:28][CH2:27][CH2:26]2)=[C:21]([C:31]([O:33][CH3:34])=[O:32])[CH:20]=1. (5) Given the reactants [NH2:1][C:2]1[NH:7][C:6](=[S:8])[C:5]([C:9]#[N:10])=[C:4]([C:11]2[O:12][CH:13]=[CH:14][CH:15]=2)[CH:3]=1.CC[O-].[Na+].Br.Br[CH2:22][CH2:23][C:24]1[CH:29]=[CH:28][CH:27]=[CH:26][N:25]=1, predict the reaction product. The product is: [NH2:1][C:2]1[CH:3]=[C:4]([C:11]2[O:12][CH:13]=[CH:14][CH:15]=2)[C:5]([C:9]#[N:10])=[C:6]([S:8][CH2:22][CH2:23][C:24]2[CH:29]=[CH:28][CH:27]=[CH:26][N:25]=2)[N:7]=1. (6) Given the reactants [O:1]=[C:2]1[CH:8]2[CH2:9][CH2:10][CH:3]1[CH2:4][C:5]1[CH:14]=[CH:13][CH:12]=[CH:11][C:6]=1[CH2:7]2.BrCC1C=C(C=CC=1CBr)[C:20]([O:22][CH3:23])=[O:21], predict the reaction product. The product is: [O:1]=[C:2]1[CH:8]2[CH2:9][CH2:10][CH:3]1[CH2:4][C:5]1[CH:14]=[CH:13][C:12]([C:20]([O:22][CH3:23])=[O:21])=[CH:11][C:6]=1[CH2:7]2. (7) Given the reactants [Cl:1][C:2]1[CH:9]=[C:8](F)[CH:7]=[CH:6][C:3]=1[C:4]#[N:5].[NH:11]1[CH2:15][CH2:14][CH2:13][C:12]1=[O:16].C(=O)([O-])[O-].[Cs+].[Cs+], predict the reaction product. The product is: [Cl:1][C:2]1[CH:9]=[C:8]([N:11]2[CH2:15][CH2:14][CH2:13][C:12]2=[O:16])[CH:7]=[CH:6][C:3]=1[C:4]#[N:5]. (8) Given the reactants C(O[C:6]([N:8]1[CH2:12][C:11](=[N:13][O:14][CH3:15])[CH2:10][C@H:9]1[C:16]([OH:18])=O)=[O:7])(C)(C)C.[CH3:19][C:20]1[CH:25]=[C:24](C(O)=O)[CH:23]=[CH:22][C:21]=1[C:29]1[CH:34]=[CH:33][CH:32]=[CH:31][CH:30]=1.[C:35]1([CH2:41][CH2:42][NH2:43])[CH:40]=[CH:39][CH:38]=[CH:37][CH:36]=1, predict the reaction product. The product is: [CH3:15][O:14][N:13]=[C:11]1[CH2:12][N:8]([C:6]([C:32]2[CH:31]=[CH:30][C:29]([C:21]3[CH:22]=[CH:23][CH:24]=[CH:25][C:20]=3[CH3:19])=[CH:34][CH:33]=2)=[O:7])[C@H:9]([C:16]([NH:43][CH2:42][CH2:41][C:35]2[CH:40]=[CH:39][CH:38]=[CH:37][CH:36]=2)=[O:18])[CH2:10]1. (9) Given the reactants CS(O[CH2:6][CH2:7][N:8]1[CH2:12][C@H:11]([C:13]2[CH:18]=[CH:17][CH:16]=[C:15]([C:19]([F:22])([F:21])[F:20])[CH:14]=2)[N:10]([C:23]2[CH:28]=[CH:27][C:26]([Cl:29])=[CH:25][CH:24]=2)[C:9]1=[O:30])(=O)=O.[NH:31]1[CH2:36][CH2:35][O:34][CH2:33][CH2:32]1, predict the reaction product. The product is: [Cl:29][C:26]1[CH:27]=[CH:28][C:23]([N:10]2[C@@H:11]([C:13]3[CH:18]=[CH:17][CH:16]=[C:15]([C:19]([F:20])([F:22])[F:21])[CH:14]=3)[CH2:12][N:8]([CH2:7][CH2:6][N:31]3[CH2:36][CH2:35][O:34][CH2:33][CH2:32]3)[C:9]2=[O:30])=[CH:24][CH:25]=1.